This data is from Full USPTO retrosynthesis dataset with 1.9M reactions from patents (1976-2016). The task is: Predict the reactants needed to synthesize the given product. (1) Given the product [CH3:24][C@@:11]12[CH2:12][CH2:13][C@@H:14]3[C@:15]([CH3:22])([CH2:16][CH2:17][CH2:18][C:19]3([CH3:20])[CH3:37])[C@H:10]1[CH2:9][O:8][C:7]1[C:25]2=[C:26]([O:28][CH:29]([CH3:30])[CH3:31])[CH:27]=[C:5]([O:4][CH:2]([CH3:3])[CH3:1])[CH:6]=1, predict the reactants needed to synthesize it. The reactants are: [CH3:1][CH:2]([O:4][C:5]1[CH:6]=[C:7]([CH:25]=[C:26]([O:28][CH:29]([CH3:31])[CH3:30])[CH:27]=1)[O:8][CH2:9][C@@H:10]1[C@:19]2([CH3:20])[C@H:14]([C:15]([CH3:22])(C)[CH2:16][CH2:17][CH2:18]2)[CH2:13][CH2:12][C@@:11]1([CH3:24])O)[CH3:3].Cl[Sn](Cl)(Cl)Cl.[CH2:37](Cl)Cl. (2) Given the product [C:1]([NH:6][C@H:7]([C:13]([OH:15])=[O:14])[CH2:8][CH2:9][C:10]([OH:12])=[O:11])(=[O:5])[CH:2]=[CH2:3], predict the reactants needed to synthesize it. The reactants are: [C:1]([NH:6][C@H:7]([C:13]([OH:15])=[O:14])[CH2:8][CH2:9][C:10]([OH:12])=[O:11])(=[O:5])[C:2](C)=[CH2:3].N[C@H](C(O)=O)CCC(O)=O.[OH-].[Na+].C(Cl)(=O)C=C. (3) Given the product [F:1][C:2]1[CH:7]=[CH:6][C:5]([C:8]2[CH:13]=[CH:12][CH:11]=[C:10]([F:14])[CH:9]=2)=[CH:4][C:3]=1[CH2:15][NH:16][C:17]1[C:18]([CH3:29])=[C:19]([CH:25]=[CH:26][C:27]=1[CH3:28])[O:20][CH2:21][C:22]([O:24][CH:35]([CH3:36])[CH3:34])=[O:23], predict the reactants needed to synthesize it. The reactants are: [F:1][C:2]1[CH:7]=[CH:6][C:5]([C:8]2[CH:13]=[CH:12][CH:11]=[C:10]([F:14])[CH:9]=2)=[CH:4][C:3]=1[CH2:15][NH:16][C:17]1[C:18]([CH3:29])=[C:19]([CH:25]=[CH:26][C:27]=1[CH3:28])[O:20][CH2:21][C:22]([OH:24])=[O:23].O=S(Cl)Cl.[CH3:34][CH:35](O)[CH3:36]. (4) The reactants are: [C:1]([O:5][C:6]([N:8]1[CH2:13][CH:12]=[C:11]([C:14]2[CH:41]=[C:17]3[CH2:18][N:19]([C:23]([O:25][CH2:26][C:27]4[CH:32]=[C:31]([C:33]([F:36])([F:35])[F:34])[CH:30]=[C:29]([C:37]([F:40])([F:39])[F:38])[CH:28]=4)=[O:24])[CH2:20][CH2:21][CH2:22][N:16]3[N:15]=2)[CH2:10][CH2:9]1)=[O:7])([CH3:4])([CH3:3])[CH3:2].[H][H]. Given the product [C:1]([O:5][C:6]([N:8]1[CH2:9][CH2:10][CH:11]([C:14]2[CH:41]=[C:17]3[CH2:18][N:19]([C:23]([O:25][CH2:26][C:27]4[CH:28]=[C:29]([C:37]([F:38])([F:39])[F:40])[CH:30]=[C:31]([C:33]([F:34])([F:36])[F:35])[CH:32]=4)=[O:24])[CH2:20][CH2:21][CH2:22][N:16]3[N:15]=2)[CH2:12][CH2:13]1)=[O:7])([CH3:4])([CH3:2])[CH3:3], predict the reactants needed to synthesize it.